Dataset: Catalyst prediction with 721,799 reactions and 888 catalyst types from USPTO. Task: Predict which catalyst facilitates the given reaction. (1) Reactant: C([O:3][C:4]([C:6]1[S:7][C:8]2[CH:9](CC)[CH2:10][O:11][C:12]3[CH:19]=[C:18]([F:20])[C:17]([Br:21])=[CH:16][C:13]=3[C:14]=2[N:15]=1)=[O:5])C.O1CCCC1.[Li+].[OH-].Cl. Product: [Br:21][C:17]1[C:18]([F:20])=[CH:19][C:12]2[O:11][CH2:10][CH2:9][C:8]3[S:7][C:6]([C:4]([OH:5])=[O:3])=[N:15][C:14]=3[C:13]=2[CH:16]=1. The catalyst class is: 6. (2) Reactant: [NH2:1][N:2]1[C:11]2[C:6](=[CH:7][CH:8]=[CH:9][CH:10]=2)[C:5]([OH:12])=[C:4]([C:13]2[NH:18][C:17]3[CH:19]=[CH:20][C:21]([O:23][CH2:24][C:25]4[CH:30]=[CH:29][CH:28]=[CH:27][CH:26]=4)=[CH:22][C:16]=3[S:15](=[O:32])(=[O:31])[N:14]=2)[C:3]1=[O:33]. Product: [CH2:24]([O:23][C:21]1[CH:20]=[CH:19][C:17]2[NH:18][C:13]([C:4]3[C:3](=[O:33])[N:2]([N:1]=[CH:3][CH2:4][CH2:5][CH3:6])[C:11]4[C:6]([C:5]=3[OH:12])=[CH:7][CH:8]=[CH:9][CH:10]=4)=[N:14][S:15](=[O:32])(=[O:31])[C:16]=2[CH:22]=1)[C:25]1[CH:26]=[CH:27][CH:28]=[CH:29][CH:30]=1. The catalyst class is: 80.